From a dataset of Forward reaction prediction with 1.9M reactions from USPTO patents (1976-2016). Predict the product of the given reaction. (1) Given the reactants Br[C:2]1[CH:10]=[CH:9][CH:8]=[C:7]2[C:3]=1[C:4]1([CH2:22][O:21][C:20]3[CH:23]=[C:24]4[C:28](=[CH:29][C:19]1=3)[CH2:27][CH2:26][O:25]4)[C:5](=[O:18])[N:6]2[CH2:11][C:12]1[CH:17]=[CH:16][CH:15]=[CH:14][N:13]=1.[O:30]1[CH:34]=[CH:33][C:32](B(O)O)=[CH:31]1.CN(C)C1N=CC(B(O)O)=CC=1, predict the reaction product. The product is: [O:30]1[CH:34]=[CH:33][C:32]([C:29]2[C:19]3[C:4]4([C:3]5[C:7](=[CH:8][CH:9]=[CH:10][CH:2]=5)[N:6]([CH2:11][C:12]5[CH:17]=[CH:16][CH:15]=[CH:14][N:13]=5)[C:5]4=[O:18])[CH2:22][O:21][C:20]=3[CH:23]=[C:24]3[O:25][CH2:26][CH2:27][C:28]=23)=[CH:31]1. (2) The product is: [I:1][C:2]1[CH:3]=[C:4]([OH:21])[CH:5]=[C:6]([I:20])[C:7]=1[O:8][C:9]1[CH:14]=[CH:13][C:12]([OH:15])=[C:11]([CH:17]([CH3:19])[CH3:18])[CH:10]=1. Given the reactants [I:1][C:2]1[CH:3]=[C:4]([OH:21])[CH:5]=[C:6]([I:20])[C:7]=1[O:8][C:9]1[CH:14]=[CH:13][C:12]([O:15]C)=[C:11]([CH:17]([CH3:19])[CH3:18])[CH:10]=1.B(Br)(Br)Br, predict the reaction product. (3) Given the reactants [CH2:1]([C:3]1[CH:11]=[CH:10][C:9]2[NH:8][C:7]3[CH2:12][CH2:13][N:14]([CH3:16])[CH2:15][C:6]=3[C:5]=2[CH:4]=1)[CH3:2].[OH-].[K+].[CH3:19][C:20]1[N:25]=[CH:24][C:23]([CH:26]=[CH2:27])=[CH:22][N:21]=1, predict the reaction product. The product is: [CH2:1]([C:3]1[CH:11]=[CH:10][C:9]2[N:8]([CH2:27][CH2:26][C:23]3[CH:22]=[N:21][C:20]([CH3:19])=[N:25][CH:24]=3)[C:7]3[CH2:12][CH2:13][N:14]([CH3:16])[CH2:15][C:6]=3[C:5]=2[CH:4]=1)[CH3:2].